From a dataset of Experimentally validated miRNA-target interactions with 360,000+ pairs, plus equal number of negative samples. Binary Classification. Given a miRNA mature sequence and a target amino acid sequence, predict their likelihood of interaction. (1) The miRNA is hsa-miR-500b-3p with sequence GCACCCAGGCAAGGAUUCUG. The protein sequence of the target gene is MRTLLTILTVGSLAAHAPEDPSDLLQHVKFQSSNFENILTWDSGPEGTPDTVYSIEYKTYGERDWVAKKGCQRITRKSCNLTVETGNLTELYYARVTAVSAGGRSATKMTDRFSSLQHTTLKPPDVTCISKVRSIQMIVHPTPTPIRAGDGHRLTLEDIFHDLFYHLELQVNRTYQMHLGGKQREYEFFGLTPDTEFLGTIMICVPTWAKESAPYMCRVKTLPDRTWTYSFSGAFLFSMGFLVAVLCYLSYRYVTKPPAPPNSLNVQRVLTFQPLRFIQEHVLIPVFDLSGPSSLAQPVQ.... Result: 0 (no interaction). (2) The miRNA is mmu-miR-30b-5p with sequence UGUAAACAUCCUACACUCAGCU. The protein sequence of the target gene is MAAAAAAAGDSDSWDADAFSVEDPVRKVGGGGTAGGDRWEGEDEDEDVKDNWDDDDDEKKEEAEVKPEVKISEKKKIAEKIKEKERQQKKRQEEIKKRLEEPEEPKVLTPEEQLADKLRLKKLQEESDLELAKETFGVNNAVYGIDAMNPSSRDDFTEFGKLLKDKITQYEKSLYYASFLEVLVRDVCISLEIDDLKKITNSLTVLCSEKQKQEKQSKAKKKKKGVVPGGGLKATMKDDLADYGGYDGGYVQDYEDFM. Result: 0 (no interaction).